From a dataset of Forward reaction prediction with 1.9M reactions from USPTO patents (1976-2016). Predict the product of the given reaction. (1) Given the reactants [F:1][C:2]([F:14])([F:13])[CH:3]([OH:12])[CH2:4][C:5]1([CH3:11])[O:10][CH2:9][CH2:8][CH2:7][O:6]1.C[Si](C)(C)[N-][Si](C)(C)C.[Li+].[F:25][C:26]([F:42])([S:38](F)(=[O:40])=[O:39])[C:27](=[O:37])[NH:28][C:29]1[CH:34]=[CH:33][C:32]([CH:35]=[CH2:36])=[CH:31][CH:30]=1.[CH2:43]1COC[CH2:44]1, predict the reaction product. The product is: [F:25][C:26]([F:42])([S:38]([O:12][CH:3]([CH:4]1[C:5]2([O:6][CH2:7][CH2:8][CH2:9][O:10]2)[CH2:11][CH2:44][CH2:43]1)[C:2]([F:1])([F:13])[F:14])(=[O:40])=[O:39])[C:27](=[O:37])[NH:28][C:29]1[CH:34]=[CH:33][C:32]([CH:35]=[CH2:36])=[CH:31][CH:30]=1. (2) Given the reactants C([C@H]1COC(=O)N1C([C@H:16]1[C@H:20]([C:21]2[CH:26]=[CH:25][C:24]([Cl:27])=[CH:23][CH:22]=2)[CH2:19][N:18]([CH2:28][C:29]2[CH:34]=[CH:33][CH:32]=[CH:31][CH:30]=2)[CH2:17]1)=O)C1C=CC=CC=1.[C:35](=O)([O:38]C)[O:36][CH3:37].C[O-].[Na+], predict the reaction product. The product is: [CH2:28]([N:18]1[CH2:19][C@@H:20]([C:21]2[CH:22]=[CH:23][C:24]([Cl:27])=[CH:25][CH:26]=2)[C@H:16]([C:35]([O:36][CH3:37])=[O:38])[CH2:17]1)[C:29]1[CH:34]=[CH:33][CH:32]=[CH:31][CH:30]=1. (3) The product is: [Br:1][C:2]1[CH:3]=[C:4]([CH:8]=[CH:9][CH:10]=1)[C:5]([NH:29][C:28]1[CH:30]=[CH:31][C:25]([O:24][CH2:23][CH2:22][O:21][CH3:20])=[C:26]([C:32]2[N:33]([CH3:37])[N:34]=[CH:35][CH:36]=2)[CH:27]=1)=[O:6]. Given the reactants [Br:1][C:2]1[CH:3]=[C:4]([CH:8]=[CH:9][CH:10]=1)[C:5](Cl)=[O:6].C(N(CC)C(C)C)(C)C.[CH3:20][O:21][CH2:22][CH2:23][O:24][C:25]1[CH:31]=[CH:30][C:28]([NH2:29])=[CH:27][C:26]=1[C:32]1[N:33]([CH3:37])[N:34]=[CH:35][CH:36]=1, predict the reaction product. (4) Given the reactants [CH:1]([NH:4][CH2:5][C:6]([NH:8][CH2:9][C:10]1[CH:15]=[C:14]([C:16]2[CH:21]=[CH:20][C:19]([C:22]([F:25])([F:24])[F:23])=[CH:18][CH:17]=2)[N:13]=[CH:12][N:11]=1)=[O:7])([CH3:3])[CH3:2].C(N(CC)C(C)C)(C)C.[C:35]([C:37]1[CH:42]=[CH:41][CH:40]=[CH:39][C:38]=1[S:43](Cl)(=[O:45])=[O:44])#[N:36].C(OCC)(=O)C, predict the reaction product. The product is: [C:35]([C:37]1[CH:42]=[CH:41][CH:40]=[CH:39][C:38]=1[S:43]([N:4]([CH:1]([CH3:3])[CH3:2])[CH2:5][C:6]([NH:8][CH2:9][C:10]1[CH:15]=[C:14]([C:16]2[CH:17]=[CH:18][C:19]([C:22]([F:24])([F:25])[F:23])=[CH:20][CH:21]=2)[N:13]=[CH:12][N:11]=1)=[O:7])(=[O:45])=[O:44])#[N:36]. (5) Given the reactants Cl.[CH3:2][O:3][CH2:4][CH2:5][C:6]([NH2:8])=[NH:7].BrBr.C[O-].[Na+].[S-:14][C:15]#[N:16].[K+], predict the reaction product. The product is: [CH3:2][O:3][CH2:4][CH2:5][C:6]1[N:8]=[C:15]([NH2:16])[S:14][N:7]=1.